Regression. Given two drug SMILES strings and cell line genomic features, predict the synergy score measuring deviation from expected non-interaction effect. From a dataset of NCI-60 drug combinations with 297,098 pairs across 59 cell lines. (1) Drug 1: CN1C(=O)N2C=NC(=C2N=N1)C(=O)N. Drug 2: C1=NC2=C(N1)C(=S)N=CN2. Cell line: NCI-H322M. Synergy scores: CSS=43.7, Synergy_ZIP=-3.53, Synergy_Bliss=-0.777, Synergy_Loewe=-44.3, Synergy_HSA=-0.754. (2) Drug 1: CN1C2=C(C=C(C=C2)N(CCCl)CCCl)N=C1CCCC(=O)O.Cl. Drug 2: C1=NC2=C(N=C(N=C2N1C3C(C(C(O3)CO)O)F)Cl)N. Cell line: NCI/ADR-RES. Synergy scores: CSS=11.4, Synergy_ZIP=-1.28, Synergy_Bliss=1.13, Synergy_Loewe=-24.1, Synergy_HSA=-2.46. (3) Drug 1: C1=CC=C(C(=C1)C(C2=CC=C(C=C2)Cl)C(Cl)Cl)Cl. Drug 2: CN(C(=O)NC(C=O)C(C(C(CO)O)O)O)N=O. Cell line: NCI/ADR-RES. Synergy scores: CSS=-1.44, Synergy_ZIP=2.76, Synergy_Bliss=3.17, Synergy_Loewe=-0.456, Synergy_HSA=-0.492. (4) Drug 1: C1CN1P(=S)(N2CC2)N3CC3. Drug 2: CCC(=C(C1=CC=CC=C1)C2=CC=C(C=C2)OCCN(C)C)C3=CC=CC=C3.C(C(=O)O)C(CC(=O)O)(C(=O)O)O. Cell line: MDA-MB-435. Synergy scores: CSS=6.52, Synergy_ZIP=6.11, Synergy_Bliss=4.96, Synergy_Loewe=2.51, Synergy_HSA=2.74. (5) Drug 1: CC1=CC=C(C=C1)C2=CC(=NN2C3=CC=C(C=C3)S(=O)(=O)N)C(F)(F)F. Drug 2: CC12CCC3C(C1CCC2OP(=O)(O)O)CCC4=C3C=CC(=C4)OC(=O)N(CCCl)CCCl.[Na+]. Synergy scores: CSS=10.6, Synergy_ZIP=3.80, Synergy_Bliss=0.996, Synergy_Loewe=-3.59, Synergy_HSA=-1.89. Cell line: HCT116. (6) Drug 1: C1CN(P(=O)(OC1)NCCCl)CCCl. Drug 2: C1C(C(OC1N2C=NC3=C2NC=NCC3O)CO)O. Cell line: SK-MEL-28. Synergy scores: CSS=2.27, Synergy_ZIP=0.562, Synergy_Bliss=1.45, Synergy_Loewe=2.39, Synergy_HSA=1.09. (7) Drug 1: C1=CC(=CC=C1CCC2=CNC3=C2C(=O)NC(=N3)N)C(=O)NC(CCC(=O)O)C(=O)O. Drug 2: N.N.Cl[Pt+2]Cl. Cell line: SK-MEL-28. Synergy scores: CSS=10.6, Synergy_ZIP=3.57, Synergy_Bliss=5.94, Synergy_Loewe=-7.39, Synergy_HSA=0.154.